Dataset: TCR-epitope binding with 47,182 pairs between 192 epitopes and 23,139 TCRs. Task: Binary Classification. Given a T-cell receptor sequence (or CDR3 region) and an epitope sequence, predict whether binding occurs between them. (1) The epitope is WICLLQFAY. The TCR CDR3 sequence is CASSPLLGGSGHGYTF. Result: 0 (the TCR does not bind to the epitope). (2) The epitope is FVRATATIPI. The TCR CDR3 sequence is CASSLARDANTEAFF. Result: 0 (the TCR does not bind to the epitope). (3) The epitope is SQASSRSSSR. The TCR CDR3 sequence is CASSQEVLANTGELFF. Result: 0 (the TCR does not bind to the epitope). (4) The epitope is VTEHDTLLY. The TCR CDR3 sequence is CASSLGVAGEAFF. Result: 1 (the TCR binds to the epitope). (5) The epitope is SFHSLHLLF. The TCR CDR3 sequence is CASSRDRERYEQYF. Result: 1 (the TCR binds to the epitope). (6) The epitope is QARQMVQAMRTIGTHP. The TCR CDR3 sequence is CASSYSISNEKLFF. Result: 0 (the TCR does not bind to the epitope).